This data is from Catalyst prediction with 721,799 reactions and 888 catalyst types from USPTO. The task is: Predict which catalyst facilitates the given reaction. (1) Reactant: C(O)(C(F)(F)F)=O.C(OC([N:15]1[CH2:20][CH2:19][C:18](=[CH:21][O:22]C)[CH:17]([CH2:24][CH2:25][C:26]([O:28][CH2:29][C:30]2[CH:35]=[CH:34][CH:33]=[CH:32][CH:31]=2)=[O:27])[CH2:16]1)=O)(C)(C)C. Product: [CH:21]([CH:18]1[CH2:19][CH2:20][NH:15][CH2:16][CH:17]1[CH2:24][CH2:25][C:26]([O:28][CH2:29][C:30]1[CH:31]=[CH:32][CH:33]=[CH:34][CH:35]=1)=[O:27])=[O:22]. The catalyst class is: 2. (2) Reactant: [OH:1][C:2]([CH3:29])([CH3:28])[CH2:3][N:4]1[CH2:9][CH2:8][CH:7]([CH:10]([C:12]2[N:16]3[N:17]=[C:18]([CH3:21])[CH:19]=[CH:20][C:15]3=[C:14]([C:22]([O:24]CC)=[O:23])[C:13]=2[CH3:27])[CH3:11])[CH2:6][CH2:5]1.[OH-].[Na+].Cl. Product: [OH:1][C:2]([CH3:28])([CH3:29])[CH2:3][N:4]1[CH2:5][CH2:6][CH:7]([CH:10]([C:12]2[N:16]3[N:17]=[C:18]([CH3:21])[CH:19]=[CH:20][C:15]3=[C:14]([C:22]([OH:24])=[O:23])[C:13]=2[CH3:27])[CH3:11])[CH2:8][CH2:9]1. The catalyst class is: 24. (3) Reactant: [CH:1]1[C:11]2[C:10]3=[CH:12][C:13]4[CH:14]=[CH:15][C:16]([C:19]([OH:21])=[O:20])=[CH:17][C:18]=4[N:9]3[CH2:8][C:7]([C:22](O)=[O:23])=[CH:6][C:5]=2[CH:4]=[CH:3][CH:2]=1.[CH3:25]CN(C(C)C)C(C)C.CN(C(ON1N=N[C:44]2[CH:45]=[CH:46][CH:47]=[CH:48][C:43]1=2)=[N+](C)C)C.[B-](F)(F)(F)F.[NH3:56].Cl. Product: [NH2:56][C:22]([C:7]1[CH2:8][N:9]2[C:18]3[CH:17]=[C:16]([C:19]([O:21][CH3:25])=[O:20])[CH:15]=[CH:14][C:13]=3[C:12]([CH:43]3[CH2:48][CH2:47][CH2:46][CH2:45][CH2:44]3)=[C:10]2[C:11]2[CH:1]=[CH:2][CH:3]=[CH:4][C:5]=2[CH:6]=1)=[O:23]. The catalyst class is: 3. (4) Product: [CH3:1][N:2]([CH3:8])[C@H:3]1[CH2:7][CH2:6][N:5]([C:17]2[C:18]([C:35]3[CH:40]=[CH:39][CH:38]=[CH:37][CH:36]=3)=[C:19]([CH3:34])[C:20]([C:32]#[N:33])=[C:21]3[C:25]=2[O:24][C:23]([CH2:26][C:27]2[O:28][CH:29]=[CH:30][CH:31]=2)=[N:22]3)[CH2:4]1. Reactant: [CH3:1][N:2]([CH3:8])[C@H:3]1[CH2:7][CH2:6][NH:5][CH2:4]1.C(N(CC)CC)C.F[C:17]1[C:18]([C:35]2[CH:40]=[CH:39][CH:38]=[CH:37][CH:36]=2)=[C:19]([CH3:34])[C:20]([C:32]#[N:33])=[C:21]2[C:25]=1[O:24][C:23]([CH2:26][C:27]1[O:28][CH:29]=[CH:30][CH:31]=1)=[N:22]2. The catalyst class is: 16. (5) Reactant: [NH2:1][C:2]1[CH:3]=[C:4]([F:20])[C:5]([F:19])=[C:6]([C@:8]2([CH3:18])[C@H:14]3[C@:12]([CH2:15][F:16])([CH2:13]3)[S:11][C:10]([NH2:17])=[N:9]2)[CH:7]=1.[CH2:21]([O:24][C:25]1[N:26]=[CH:27][C:28]([C:31](O)=[O:32])=[N:29][CH:30]=1)[C:22]#[CH:23].CCCP1(OP(CCC)(=O)OP(CCC)(=O)O1)=O. Product: [NH2:17][C:10]1[S:11][C@:12]2([CH2:15][F:16])[C@H:14]([C@:8]([C:6]3[CH:7]=[C:2]([NH:1][C:31]([C:28]4[CH:27]=[N:26][C:25]([O:24][CH2:21][C:22]#[CH:23])=[CH:30][N:29]=4)=[O:32])[CH:3]=[C:4]([F:20])[C:5]=3[F:19])([CH3:18])[N:9]=1)[CH2:13]2. The catalyst class is: 2. (6) Reactant: S(Cl)([Cl:4])(=O)=O.[CH2:6]([NH:12][C:13]([N:15]1[C:19]([CH3:20])=[CH:18][C:17]([O:21][C:22]2[C:27]([Cl:28])=[CH:26][C:25]([C:29]([F:32])([F:31])[F:30])=[CH:24][C:23]=2[Cl:33])=[N:16]1)=[O:14])[CH2:7][CH2:8][CH2:9][CH2:10][CH3:11]. Product: [CH2:6]([NH:12][C:13]([N:15]1[C:19]([CH3:20])=[C:18]([Cl:4])[C:17]([O:21][C:22]2[C:27]([Cl:28])=[CH:26][C:25]([C:29]([F:32])([F:30])[F:31])=[CH:24][C:23]=2[Cl:33])=[N:16]1)=[O:14])[CH2:7][CH2:8][CH2:9][CH2:10][CH3:11]. The catalyst class is: 15.